This data is from Reaction yield outcomes from USPTO patents with 853,638 reactions. The task is: Predict the reaction yield, written as a fraction of the theoretical maximum amount of product (1.0 means a 100% yield; for example, 0.34 means a 34% yield). The reactants are [NH2:1][CH2:2][C:3]1([C:14]2[CH:19]=[CH:18][CH:17]=[CH:16][C:15]=2[CH3:20])[CH2:8][CH2:7][N:6]([C:9]([O:11][CH2:12][CH3:13])=[O:10])[CH2:5][CH2:4]1.Cl[C:22]([O:24][CH2:25][CH3:26])=[O:23].C(N(CC)CC)C.O. The catalyst is ClCCl. The product is [CH2:12]([O:11][C:9]([N:6]1[CH2:7][CH2:8][C:3]([CH2:2][NH:1][C:22]([O:24][CH2:25][CH3:26])=[O:23])([C:14]2[CH:19]=[CH:18][CH:17]=[CH:16][C:15]=2[CH3:20])[CH2:4][CH2:5]1)=[O:10])[CH3:13]. The yield is 0.510.